This data is from Forward reaction prediction with 1.9M reactions from USPTO patents (1976-2016). The task is: Predict the product of the given reaction. (1) Given the reactants C([O:3][C:4](=[O:31])[C:5]1[CH:10]=[C:9]([C:11]2[CH:16]=[CH:15][CH:14]=[C:13]([CH:17]=[O:18])[CH:12]=2)[C:8]([O:19][CH2:20][O:21][CH3:22])=[C:7]([C:23]2[CH:28]=[CH:27][CH:26]=[C:25]([CH:29]=[O:30])[CH:24]=2)[CH:6]=1)C.[OH-].[K+], predict the reaction product. The product is: [CH:17]([C:13]1[CH:12]=[C:11]([C:9]2[CH:10]=[C:5]([CH:6]=[C:7]([C:23]3[CH:28]=[CH:27][CH:26]=[C:25]([CH:29]=[O:30])[CH:24]=3)[C:8]=2[O:19][CH2:20][O:21][CH3:22])[C:4]([OH:31])=[O:3])[CH:16]=[CH:15][CH:14]=1)=[O:18]. (2) Given the reactants [Cl:1][C:2]1[C:3]([F:31])=[C:4]([C@@H:8]2[C@:12]([C:15]3[CH:20]=[CH:19][C:18]([Cl:21])=[CH:17][C:16]=3[F:22])([C:13]#[N:14])[C@H:11]([CH2:23][C:24]([CH3:27])([CH3:26])[CH3:25])[NH:10][C@H:9]2[C:28](O)=[O:29])[CH:5]=[CH:6][CH:7]=1.CCN(C(C)C)C(C)C.C1(P(Cl)(C2C=CC=CC=2)=O)C=CC=CC=1.[CH3:56][O:57][C:58]([C:60]1[O:61][C:62]2[CH:68]=[CH:67][C:66]([NH2:69])=[CH:65][C:63]=2[CH:64]=1)=[O:59], predict the reaction product. The product is: [Cl:1][C:2]1[C:3]([F:31])=[C:4]([C@@H:8]2[C@:12]([C:15]3[CH:20]=[CH:19][C:18]([Cl:21])=[CH:17][C:16]=3[F:22])([C:13]#[N:14])[C@H:11]([CH2:23][C:24]([CH3:26])([CH3:25])[CH3:27])[NH:10][C@H:9]2[C:28]([NH:69][C:66]2[CH:67]=[CH:68][C:62]3[O:61][C:60]([C:58]([O:57][CH3:56])=[O:59])=[CH:64][C:63]=3[CH:65]=2)=[O:29])[CH:5]=[CH:6][CH:7]=1.